From a dataset of Forward reaction prediction with 1.9M reactions from USPTO patents (1976-2016). Predict the product of the given reaction. (1) Given the reactants [CH2:1]([O:3][C:4]1[CH:5]=[C:6]([CH:28]=[C:29]([O:32][CH2:33][CH3:34])[C:30]=1I)[CH2:7][N:8]1[CH2:11][C:10]2([CH2:15][C:14]([N:16]3[CH2:21][CH2:20][C:19]([CH3:27])([C:22]([O:24]CC)=[O:23])[CH2:18][CH2:17]3)=[N:13][O:12]2)[CH2:9]1)[CH3:2].[CH3:35][S:36]([C:39]1[CH:44]=[CH:43][C:42](B(O)O)=[CH:41][CH:40]=1)(=[O:38])=[O:37], predict the reaction product. The product is: [CH2:1]([O:3][C:4]1[CH:5]=[C:6]([CH2:7][N:8]2[CH2:11][C:10]3([CH2:15][C:14]([N:16]4[CH2:17][CH2:18][C:19]([CH3:27])([C:22]([OH:24])=[O:23])[CH2:20][CH2:21]4)=[N:13][O:12]3)[CH2:9]2)[CH:28]=[C:29]([O:32][CH2:33][CH3:34])[C:30]=1[C:42]1[CH:43]=[CH:44][C:39]([S:36]([CH3:35])(=[O:38])=[O:37])=[CH:40][CH:41]=1)[CH3:2]. (2) Given the reactants [CH3:1][N:2]1[CH:7]=[C:6](B2OC(C)(C)C(C)(C)O2)[CH:5]=[C:4]([NH:17][C:18]2[CH:23]=[CH:22][C:21]([N:24]3[CH2:29][CH2:28][N:27]([CH3:30])[CH2:26][CH2:25]3)=[CH:20][N:19]=2)[C:3]1=[O:31].[C:32]([O:35][CH2:36][C:37]1[C:42]([N:43]2[CH2:54][CH2:53][N:52]3[C:45](=[CH:46][C:47]4[CH2:48][C:49]([CH3:56])([CH3:55])[CH2:50][C:51]=43)[C:44]2=[O:57])=[CH:41][CH:40]=[CH:39][C:38]=1Br)(=[O:34])[CH3:33], predict the reaction product. The product is: [C:32]([O:35][CH2:36][C:37]1[C:38]([C:6]2[CH:5]=[C:4]([NH:17][C:18]3[CH:23]=[CH:22][C:21]([N:24]4[CH2:25][CH2:26][N:27]([CH3:30])[CH2:28][CH2:29]4)=[CH:20][N:19]=3)[C:3](=[O:31])[N:2]([CH3:1])[CH:7]=2)=[CH:39][CH:40]=[CH:41][C:42]=1[N:43]1[CH2:54][CH2:53][N:52]2[C:45](=[CH:46][C:47]3[CH2:48][C:49]([CH3:56])([CH3:55])[CH2:50][C:51]=32)[C:44]1=[O:57])(=[O:34])[CH3:33]. (3) Given the reactants [Cl:1][C:2]1[CH:7]=[CH:6][C:5]([N:8]2[C:17](=[O:18])[C:16]3[C:11](=[C:12]([I:23])[C:13]([NH:19][C:20](=[O:22])[CH3:21])=[CH:14][CH:15]=3)[N:10]=[C:9]2[CH:24]([CH3:26])[CH3:25])=[CH:4][CH:3]=1.C(=O)([O-])[O-].[Cs+].[Cs+].Br[CH2:34][CH2:35][CH:36]=[C:37]([CH3:39])[CH3:38], predict the reaction product. The product is: [Cl:1][C:2]1[CH:3]=[CH:4][C:5]([N:8]2[C:17](=[O:18])[C:16]3[C:11](=[C:12]([I:23])[C:13]([N:19]([CH2:34][CH2:35][CH:36]=[C:37]([CH3:39])[CH3:38])[C:20](=[O:22])[CH3:21])=[CH:14][CH:15]=3)[N:10]=[C:9]2[CH:24]([CH3:26])[CH3:25])=[CH:6][CH:7]=1.